This data is from CYP3A4 inhibition data for predicting drug metabolism from PubChem BioAssay. The task is: Regression/Classification. Given a drug SMILES string, predict its absorption, distribution, metabolism, or excretion properties. Task type varies by dataset: regression for continuous measurements (e.g., permeability, clearance, half-life) or binary classification for categorical outcomes (e.g., BBB penetration, CYP inhibition). Dataset: cyp3a4_veith. (1) The drug is c1ccc(-c2nc(N3CCCCCC3)nc(-n3ccnc3)n2)cc1. The result is 1 (inhibitor). (2) The result is 0 (non-inhibitor). The drug is CCN(CC)S(=O)(=O)c1ccc(C(=O)Nc2ncn(Cc3ccccc3)n2)cc1.